Dataset: Peptide-MHC class II binding affinity with 134,281 pairs from IEDB. Task: Regression. Given a peptide amino acid sequence and an MHC pseudo amino acid sequence, predict their binding affinity value. This is MHC class II binding data. (1) The binding affinity (normalized) is 0.797. The MHC is DRB5_0101 with pseudo-sequence DRB5_0101. The peptide sequence is GELQIVDKIDAANKI. (2) The peptide sequence is EKKYFAATQFEALAA. The MHC is HLA-DQA10501-DQB10201 with pseudo-sequence HLA-DQA10501-DQB10201. The binding affinity (normalized) is 0.565. (3) The peptide sequence is EQCCTSICSLYQLEN. The MHC is DRB1_0401 with pseudo-sequence DRB1_0401. The binding affinity (normalized) is 0.175.